This data is from Reaction yield outcomes from USPTO patents with 853,638 reactions. The task is: Predict the reaction yield, written as a fraction of the theoretical maximum amount of product (1.0 means a 100% yield; for example, 0.34 means a 34% yield). (1) The reactants are [Cl:1][S:2]([OH:5])(=O)=[O:3].[NH:6]1[C:14]2[C:9](=[CH:10][CH:11]=[CH:12][CH:13]=2)[CH2:8][C:7]1=[O:15]. The catalyst is O. The product is [Cl:1][S:2]([C:11]1[CH:10]=[C:9]2[C:14](=[CH:13][CH:12]=1)[NH:6][C:7](=[O:15])[CH2:8]2)(=[O:5])=[O:3]. The yield is 0.500. (2) The reactants are [C:1]([C:5]1[N:10]=[C:9]([N:11]2[CH2:16][CH2:15][N:14]([CH2:17][CH2:18][CH2:19][CH2:20][NH2:21])[CH2:13][CH2:12]2)[CH:8]=[C:7]([C:22]([F:25])([F:24])[F:23])[N:6]=1)([CH3:4])([CH3:3])[CH3:2].C1N=CN([C:31]([N:33]2[CH:37]=N[CH:35]=[CH:34]2)=[O:32])C=1.[Cl:38][C:39]1[CH:44]=[CH:43][C:42]([CH:45]2CCNC[CH2:46]2)=[CH:41][CH:40]=1. The catalyst is C(Cl)(Cl)Cl.CO. The product is [C:1]([C:5]1[N:10]=[C:9]([N:11]2[CH2:16][CH2:15][N:14]([CH2:17][CH2:18][CH2:19][CH2:20][NH:21][C:31]([N:33]3[CH2:34][CH2:35][CH:45]([C:42]4[CH:43]=[CH:44][C:39]([Cl:38])=[CH:40][CH:41]=4)[CH2:46][CH2:37]3)=[O:32])[CH2:13][CH2:12]2)[CH:8]=[C:7]([C:22]([F:24])([F:25])[F:23])[N:6]=1)([CH3:4])([CH3:2])[CH3:3]. The yield is 0.580.